Dataset: Peptide-MHC class II binding affinity with 134,281 pairs from IEDB. Task: Regression. Given a peptide amino acid sequence and an MHC pseudo amino acid sequence, predict their binding affinity value. This is MHC class II binding data. The peptide sequence is INEPTAAACAYGLDR. The binding affinity (normalized) is 0.424. The MHC is HLA-DQA10501-DQB10301 with pseudo-sequence HLA-DQA10501-DQB10301.